Task: Regression. Given two drug SMILES strings and cell line genomic features, predict the synergy score measuring deviation from expected non-interaction effect.. Dataset: Merck oncology drug combination screen with 23,052 pairs across 39 cell lines (1) Drug 1: O=C(NOCC(O)CO)c1ccc(F)c(F)c1Nc1ccc(I)cc1F. Drug 2: CC(C)CC(NC(=O)C(Cc1ccccc1)NC(=O)c1cnccn1)B(O)O. Cell line: SW837. Synergy scores: synergy=22.1. (2) Drug 1: N#Cc1ccc(Cn2cncc2CN2CCN(c3cccc(Cl)c3)C(=O)C2)cc1. Drug 2: Cn1cc(-c2cnn3c(N)c(Br)c(C4CCCNC4)nc23)cn1. Cell line: DLD1. Synergy scores: synergy=2.22.